From a dataset of Peptide-MHC class I binding affinity with 185,985 pairs from IEDB/IMGT. Regression. Given a peptide amino acid sequence and an MHC pseudo amino acid sequence, predict their binding affinity value. This is MHC class I binding data. (1) The peptide sequence is NMKWKFNAL. The MHC is HLA-A02:01 with pseudo-sequence HLA-A02:01. The binding affinity (normalized) is 0.0847. (2) The peptide sequence is WPWNAREDV. The MHC is HLA-B15:01 with pseudo-sequence HLA-B15:01. The binding affinity (normalized) is 0.0847. (3) The peptide sequence is FLFWFLKSGA. The MHC is HLA-A68:02 with pseudo-sequence HLA-A68:02. The binding affinity (normalized) is 0.665. (4) The peptide sequence is TFTYASALW. The MHC is HLA-A01:01 with pseudo-sequence HLA-A01:01. The binding affinity (normalized) is 0.